Dataset: Catalyst prediction with 721,799 reactions and 888 catalyst types from USPTO. Task: Predict which catalyst facilitates the given reaction. (1) Reactant: N[C@H](C=O)CCSC.Br[CH2:10][CH2:11][CH2:12][CH2:13][CH2:14][CH3:15].[CH3:16][C:17]1[CH:18]=[C:19]2[C:23](=[CH:24][C:25]=1[CH3:26])[C:22](=[O:27])[N:21]([C:28]1[CH:29]=[N:30][CH:31]=[CH:32][CH:33]=1)[C:20]2=[O:34].[NH4+].[Cl-]. Product: [CH3:26][C:25]1[CH:24]=[C:23]2[C:19](=[CH:18][C:17]=1[CH3:16])[C:20](=[O:34])[N:21]([C:28]1[CH:29]=[N:30][CH:31]=[CH:32][CH:33]=1)[C:22]2([CH2:10][CH2:11][CH2:12][CH2:13][CH2:14][CH3:15])[OH:27]. The catalyst class is: 7. (2) Reactant: [C:1]([O:5][C:6]([N:8]1[CH2:13][CH:12]2[CH2:14][CH:10]([N:11]2C(C(F)(F)F)=O)[CH2:9]1)=[O:7])([CH3:4])([CH3:3])[CH3:2].C(=O)([O-])[O-].[K+].[K+]. Product: [C:1]([O:5][C:6]([N:8]1[CH2:9][CH:10]2[CH2:14][CH:12]([NH:11]2)[CH2:13]1)=[O:7])([CH3:4])([CH3:2])[CH3:3]. The catalyst class is: 5. (3) Reactant: C(OC([N:8]1[CH2:24][CH2:23][C@@H:11]2[N:12]([CH3:22])[C:13]3[C:14]([C:20]#[N:21])=[CH:15][C:16](Br)=[CH:17][C:18]=3[C@@H:10]2[CH2:9]1)=O)(C)(C)C.[Br-].[CH2:26]([Zn+])[CH:27]([CH3:29])[CH3:28]. Product: [CH2:26]([C:16]1[CH:17]=[C:18]2[C:13](=[C:14]([C:20]#[N:21])[CH:15]=1)[N:12]([CH3:22])[C@H:11]1[CH2:23][CH2:24][NH:8][CH2:9][C@@H:10]21)[CH:27]([CH3:29])[CH3:28]. The catalyst class is: 73. (4) Reactant: Cl[C:2]1[C:3]2[N:4]([C:8]([CH:27]3[CH2:30][CH:29]([CH2:31][OH:32])[CH2:28]3)=[N:9][C:10]=2[C:11]2[CH:20]=[C:19]3[C:14]([CH:15]=[CH:16][C:17]([C:21]4[CH:26]=[CH:25][CH:24]=[CH:23][CH:22]=4)=[N:18]3)=[CH:13][CH:12]=2)[CH:5]=[CH:6][N:7]=1.[NH3:33]. Product: [NH2:33][C:2]1[C:3]2[N:4]([C:8]([CH:27]3[CH2:30][CH:29]([CH2:31][OH:32])[CH2:28]3)=[N:9][C:10]=2[C:11]2[CH:20]=[C:19]3[C:14]([CH:15]=[CH:16][C:17]([C:21]4[CH:26]=[CH:25][CH:24]=[CH:23][CH:22]=4)=[N:18]3)=[CH:13][CH:12]=2)[CH:5]=[CH:6][N:7]=1. The catalyst class is: 41. (5) The catalyst class is: 6. Product: [ClH:1].[ClH:18].[CH3:19][C:20]1[C:25]([O:26][CH2:27][CH2:28][NH:29][C:2]2[N:9]=[C:8]([NH:10][C:11]3[CH:15]=[C:14]([CH3:16])[NH:13][N:12]=3)[CH:7]=[C:6]([CH3:17])[C:3]=2[C:4]#[N:5])=[CH:24][CH:23]=[CH:22][N:21]=1. Reactant: [Cl:1][C:2]1[N:9]=[C:8]([NH:10][C:11]2[CH:15]=[C:14]([CH3:16])[NH:13][N:12]=2)[CH:7]=[C:6]([CH3:17])[C:3]=1[C:4]#[N:5].[ClH:18].[CH3:19][C:20]1[C:25]([O:26][CH2:27][CH2:28][NH2:29])=[CH:24][CH:23]=[CH:22][N:21]=1.C(=O)([O-])O.[Na+].CS(C)=O. (6) Reactant: [CH2:1]1[C:10]2[C:5](=[CH:6][CH:7]=[CH:8][CH:9]=2)[CH2:4][CH2:3][C:2]1=O.C1(C)C=CC(S(O)(=O)=[O:19])=CC=1.[NH:23]1C[CH2:26][CH2:25][CH2:24]1. Product: [CH2:26]1[C:1]2[C:10]3[CH:9]=[CH:8][CH:7]=[CH:6][C:5]=3[CH2:4][CH2:3][C:2]=2[NH:23][C:24](=[O:19])[CH2:25]1. The catalyst class is: 11.